Dataset: Full USPTO retrosynthesis dataset with 1.9M reactions from patents (1976-2016). Task: Predict the reactants needed to synthesize the given product. (1) Given the product [Cl:8][C:9]1[CH:16]=[CH:15][C:12]([CH2:13][N:1]([CH2:5][CH2:6][OH:7])[CH2:2][CH2:3][OH:4])=[CH:11][CH:10]=1, predict the reactants needed to synthesize it. The reactants are: [NH:1]([CH2:5][CH2:6][OH:7])[CH2:2][CH2:3][OH:4].[Cl:8][C:9]1[CH:16]=[CH:15][C:12]([CH2:13]Cl)=[CH:11][CH:10]=1. (2) Given the product [Cl:1][C:2]1[CH:3]=[C:4]([C:10]2[CH:15]=[CH:14][C:13]([OH:16])=[CH:12][C:11]=2[CH3:18])[CH:5]=[CH:6][C:7]=1[CH:8]=[O:9], predict the reactants needed to synthesize it. The reactants are: [Cl:1][C:2]1[CH:3]=[C:4]([C:10]2[CH:15]=[CH:14][C:13]([O:16]C)=[CH:12][C:11]=2[CH3:18])[CH:5]=[CH:6][C:7]=1[CH:8]=[O:9].Cl.[NH+]1C=CC=CC=1.Cl. (3) The reactants are: [F:1][C:2]1[CH:10]=[C:9]([NH:11][C@H:12]2[CH2:17]C[C@H:15](O)[CH2:14][CH2:13]2)[CH:8]=[CH:7][C:3]=1[C:4]([NH2:6])=[O:5].[NH2:19][C:20]1C=CC(C(N)=O)=C[CH:21]=1.N12CCC(CC1)C(=O)C2. Given the product [N:19]12[CH2:15][CH2:14][CH:13]([CH2:21][CH2:20]1)[CH:12]([NH:11][C:9]1[CH:8]=[CH:7][C:3]([C:4]([NH2:6])=[O:5])=[C:2]([F:1])[CH:10]=1)[CH2:17]2, predict the reactants needed to synthesize it. (4) Given the product [F:16][C:8]1[CH:9]=[N:10][CH:11]=[C:12]([CH:13]([CH3:15])[CH3:14])[C:7]=1[C:6]([OH:17])=[O:5], predict the reactants needed to synthesize it. The reactants are: C([O:5][C:6](=[O:17])[C:7]1[C:12]([CH:13]([CH3:15])[CH3:14])=[CH:11][N:10]=[CH:9][C:8]=1[F:16])(C)(C)C.Cl. (5) Given the product [CH2:3]([N:10]1[CH2:15][CH2:14][N:13]([C:16]2[C:17]3[S:33][CH:32]=[CH:31][C:18]=3[NH:19][N:20]=2)[CH2:12][CH2:11]1)[C:4]1[CH:5]=[CH:6][CH:7]=[CH:8][CH:9]=1, predict the reactants needed to synthesize it. The reactants are: [OH-].[K+].[CH2:3]([N:10]1[CH2:15][CH2:14][N:13]([C:16]2[C:17]3[S:33][CH:32]=[CH:31][C:18]=3[N:19](S(C3C=CC(C)=CC=3)(=O)=O)[N:20]=2)[CH2:12][CH2:11]1)[C:4]1[CH:9]=[CH:8][CH:7]=[CH:6][CH:5]=1. (6) Given the product [F:12][C:8]1[CH:7]=[C:6]2[C:11]([C:2]([CH:20]=[CH2:21])=[C:3]([CH3:19])[C:4]([C:13]3[CH:18]=[CH:17][CH:16]=[CH:15][N:14]=3)=[N:5]2)=[CH:10][CH:9]=1, predict the reactants needed to synthesize it. The reactants are: Cl[C:2]1[C:11]2[C:6](=[CH:7][C:8]([F:12])=[CH:9][CH:10]=2)[N:5]=[C:4]([C:13]2[CH:18]=[CH:17][CH:16]=[CH:15][N:14]=2)[C:3]=1[CH3:19].[CH:20]([Sn](CCCC)(CCCC)CCCC)=[CH2:21].[F-].[Cs+]. (7) Given the product [F:1][C:2]1[CH:3]=[CH:4][C:5]([N:8]2[CH:11]([C:12]3[CH:13]=[CH:14][C:15]([O:18][CH2:45][CH2:44][O:43][CH2:42][CH2:41][O:40][CH2:39][CH2:38][I:37])=[CH:16][CH:17]=3)[CH:10]([CH2:19][CH2:20][CH:21]([C:23]3[CH:24]=[CH:25][C:26]([F:29])=[CH:27][CH:28]=3)[OH:22])[C:9]2=[O:30])=[CH:6][CH:7]=1, predict the reactants needed to synthesize it. The reactants are: [F:1][C:2]1[CH:7]=[CH:6][C:5]([N:8]2[CH:11]([C:12]3[CH:17]=[CH:16][C:15]([OH:18])=[CH:14][CH:13]=3)[CH:10]([CH2:19][CH2:20][CH:21]([C:23]3[CH:28]=[CH:27][C:26]([F:29])=[CH:25][CH:24]=3)[OH:22])[C:9]2=[O:30])=[CH:4][CH:3]=1.C(=O)([O-])[O-].[K+].[K+].[I:37][CH:38](I)[CH2:39][O:40][CH2:41][CH2:42][O:43][CH2:44][CH:45](I)I. (8) Given the product [CH3:24][O:23][C:22]1[CH:21]=[CH:20][C:19]([C:30]2[CH:35]=[CH:34][C:33]([C:36](=[O:41])[C:37]([F:39])([F:40])[F:38])=[CH:32][CH:31]=2)=[CH:18][C:17]=1[CH2:16][NH:15][CH:12]1[CH2:13][CH2:14][CH:9]([N:8]([CH3:28])[C:1](=[O:2])[O:3][C:4]([CH3:7])([CH3:6])[CH3:5])[CH2:10][CH2:11]1, predict the reactants needed to synthesize it. The reactants are: [C:1]([N:8]([CH3:28])[CH:9]1[CH2:14][CH2:13][CH:12]([NH:15][CH2:16][C:17]2[CH:18]=[C:19](B(O)O)[CH:20]=[CH:21][C:22]=2[O:23][CH3:24])[CH2:11][CH2:10]1)([O:3][C:4]([CH3:7])([CH3:6])[CH3:5])=[O:2].Br[C:30]1[CH:35]=[CH:34][C:33]([C:36](=[O:41])[C:37]([F:40])([F:39])[F:38])=[CH:32][CH:31]=1.